Dataset: Reaction yield outcomes from USPTO patents with 853,638 reactions. Task: Predict the reaction yield, written as a fraction of the theoretical maximum amount of product (1.0 means a 100% yield; for example, 0.34 means a 34% yield). The reactants are Cl[C:2]1[N:6]([CH3:7])[N:5]=[CH:4][C:3]=1[N+:8]([O-:10])=[O:9].O.O.[F-].[K+].[O:15]1[C:20](B2OC(C)(C)C(C)(C)O2)=[CH:19][CH2:18][CH2:17][CH2:16]1. The catalyst is C1COCC1.C1C=CC(/C=C/C(/C=C/C2C=CC=CC=2)=O)=CC=1.C1C=CC(/C=C/C(/C=C/C2C=CC=CC=2)=O)=CC=1.C1C=CC(/C=C/C(/C=C/C2C=CC=CC=2)=O)=CC=1.[Pd].[Pd].F[B-](F)(F)F.C([PH+](C(C)(C)C)C(C)(C)C)(C)(C)C. The product is [O:15]1[C:16]([C:2]2[N:6]([CH3:7])[N:5]=[CH:4][C:3]=2[N+:8]([O-:10])=[O:9])=[CH:17][CH2:18][CH2:19][CH2:20]1. The yield is 0.820.